The task is: Predict the reactants needed to synthesize the given product.. This data is from Full USPTO retrosynthesis dataset with 1.9M reactions from patents (1976-2016). (1) Given the product [C:1]([NH:11][C@H:12]([C:16]([O:18][C:19]1[CH:20]=[C:21]([CH:29]=[CH:30][C:31]=1[O:32][C:33](=[O:49])[C@H:34]([CH:46]([CH3:48])[CH3:47])[NH:35][C:36]([O:38][CH2:39][C:40]1[CH:45]=[CH:44][CH:43]=[CH:42][CH:41]=1)=[O:37])[CH2:22][CH2:23][C:24]([O:26][CH2:27][I:50])=[O:25])=[O:17])[CH:13]([CH3:15])[CH3:14])([O:3][CH2:4][C:5]1[CH:10]=[CH:9][CH:8]=[CH:7][CH:6]=1)=[O:2], predict the reactants needed to synthesize it. The reactants are: [C:1]([NH:11][C@H:12]([C:16]([O:18][C:19]1[CH:20]=[C:21]([CH:29]=[CH:30][C:31]=1[O:32][C:33](=[O:49])[C@H:34]([CH:46]([CH3:48])[CH3:47])[NH:35][C:36]([O:38][CH2:39][C:40]1[CH:45]=[CH:44][CH:43]=[CH:42][CH:41]=1)=[O:37])[CH2:22][CH2:23][C:24]([O:26][CH2:27]Cl)=[O:25])=[O:17])[CH:13]([CH3:15])[CH3:14])([O:3][CH2:4][C:5]1[CH:10]=[CH:9][CH:8]=[CH:7][CH:6]=1)=[O:2].[I-:50].[Na+]. (2) Given the product [Cl:8][C:9]1[CH:10]=[C:11]([NH:16][C:17]2[C:26]3[C:21](=[CH:22][C:23]([O:39][CH2:40][CH:41]4[CH2:42][CH2:43]4)=[C:24]([NH:27][C:28](=[O:38])[CH:29]=[CH:30][CH2:31][N:32]4[CH2:37][CH2:36][N:35]([CH:45]5[CH2:49][CH2:48][O:47][C:46]5=[O:50])[CH2:34][CH2:33]4)[CH:25]=3)[N:20]=[CH:19][N:18]=2)[CH:12]=[CH:13][C:14]=1[F:15], predict the reactants needed to synthesize it. The reactants are: C(N(CC)CC)C.[Cl:8][C:9]1[CH:10]=[C:11]([NH:16][C:17]2[C:26]3[C:21](=[CH:22][C:23]([O:39][CH2:40][CH:41]4[CH2:43][CH2:42]4)=[C:24]([NH:27][C:28](=[O:38])[CH:29]=[CH:30][CH2:31][N:32]4[CH2:37][CH2:36][NH:35][CH2:34][CH2:33]4)[CH:25]=3)[N:20]=[CH:19][N:18]=2)[CH:12]=[CH:13][C:14]=1[F:15].Br[CH:45]1[CH2:49][CH2:48][O:47][C:46]1=[O:50]. (3) Given the product [CH2:1]([O:4][C:5]1[CH:6]=[C:7]([CH2:15][CH2:16][N:17]2[C:26](=[O:27])[CH2:25][C:24](=[O:29])[C:19]([C:20]([O:22][CH3:23])=[O:21])=[CH:18]2)[CH:8]=[CH:9][C:10]=1[O:11][CH2:12][CH2:13][CH3:14])[CH2:2][CH3:3], predict the reactants needed to synthesize it. The reactants are: [CH2:1]([O:4][C:5]1[CH:6]=[C:7]([CH2:15][CH2:16][NH:17][CH:18]=[CH:19][C:20]([O:22][CH3:23])=[O:21])[CH:8]=[CH:9][C:10]=1[O:11][CH2:12][CH2:13][CH3:14])[CH2:2][CH3:3].[C:24](Cl)(=[O:29])[CH2:25][C:26](Cl)=[O:27]. (4) Given the product [Cl:1][C:2]1[CH:10]=[CH:9][C:8]([S:11]([Cl:14])(=[O:13])=[O:12])=[CH:7][C:3]=1[C:4]([Cl:15])=[O:5], predict the reactants needed to synthesize it. The reactants are: [Cl:1][C:2]1[CH:10]=[CH:9][C:8]([S:11]([Cl:14])(=[O:13])=[O:12])=[CH:7][C:3]=1[C:4](O)=[O:5].[Cl:15]CCl.C(Cl)(=O)C(Cl)=O.